From a dataset of Reaction yield outcomes from USPTO patents with 853,638 reactions. Predict the reaction yield, written as a fraction of the theoretical maximum amount of product (1.0 means a 100% yield; for example, 0.34 means a 34% yield). (1) The reactants are [N+:1]([C:4]1[CH:5]=[C:6](O)[CH:7]=[CH:8][CH:9]=1)([O-:3])=[O:2].ClC[C:13]1[O:17][C:16]([C:18]([O:20][CH3:21])=[O:19])=[CH:15][CH:14]=1.[C:22]([O-])([O-])=[O:23].[K+].[K+]. The catalyst is CC(C)=O.O. The product is [N+:1]([C:4]1[CH:5]=[CH:6][C:7]([O:23][CH2:22][C:14]2[CH:15]=[C:16]([C:18]([O:20][CH3:21])=[O:19])[O:17][CH:13]=2)=[CH:8][CH:9]=1)([O-:3])=[O:2]. The yield is 0.900. (2) The reactants are [CH2:1]([O:8][C:9]1[CH:10]=[CH:11][CH:12]=[C:13]2[C:17]=1[NH:16][CH:15]=[C:14]2[CH2:18][C@H:19]([NH2:21])[CH3:20])[C:2]1[CH:7]=[CH:6][CH:5]=[CH:4][CH:3]=1.[OH:22][C@H:23]([C:27]1[CH:28]=[N:29][CH:30]=[CH:31][CH:32]=1)[C:24](O)=[O:25].S([O-])([O-])(=O)=O.C(N(CC)CC)C.Cl.C(N=C=NCCCN(C)C)C.ON1C2C=CC=CC=2N=N1. The yield is 0.860. The product is [CH2:1]([O:8][C:9]1[CH:10]=[CH:11][CH:12]=[C:13]2[C:17]=1[NH:16][CH:15]=[C:14]2[CH2:18][C@H:19]([NH:21][C:24](=[O:25])[C@H:23]([OH:22])[C:27]1[CH:28]=[N:29][CH:30]=[CH:31][CH:32]=1)[CH3:20])[C:2]1[CH:7]=[CH:6][CH:5]=[CH:4][CH:3]=1. The catalyst is O1CCCC1.C(=O)([O-])O.[Na+].O. (3) The reactants are Cl[C:2]1[N:3]=[CH:4][CH:5]=[C:6]2[CH:10]=[CH:9][NH:8][C:7]=12.[C:11]([NH2:14])(=[O:13])[CH3:12]. No catalyst specified. The product is [NH:8]1[C:7]2=[C:2]([NH:14][C:11](=[O:13])[CH3:12])[N:3]=[CH:4][CH:5]=[C:6]2[CH:10]=[CH:9]1. The yield is 0.0869.